Task: Predict the reactants needed to synthesize the given product.. Dataset: Full USPTO retrosynthesis dataset with 1.9M reactions from patents (1976-2016) (1) Given the product [CH3:1][C@H:2]1[O:7][C@@H:6]([CH3:8])[CH2:5][N:4]([C:9]2[CH:16]=[C:15]([F:17])[C:14]([C:18]#[C:19][C:25]3[S:26][CH:27]=[CH:28][CH:29]=3)=[CH:13][C:10]=2[CH:11]=[O:12])[CH2:3]1, predict the reactants needed to synthesize it. The reactants are: [CH3:1][C@@H:2]1[O:7][C@H:6]([CH3:8])[CH2:5][N:4]([C:9]2[CH:16]=[C:15]([F:17])[C:14]([C:18]#[C:19][Si](C)(C)C)=[CH:13][C:10]=2[CH:11]=[O:12])[CH2:3]1.Br[C:25]1[S:26][CH:27]=[CH:28][CH:29]=1. (2) Given the product [CH3:1][O:2][C:3](=[O:28])[C:4]1[CH:9]=[CH:8][CH:7]=[CH:6][C:5]=1[NH:10][C:11](=[O:27])[CH2:12][C:13]1[CH:18]=[CH:17][C:16]([O:19][C:20]2[CH:21]=[CH:22][C:23]([O:26][CH2:40][C:39]3[CH:42]=[CH:43][CH:44]=[C:37]([NH:36][C:34]([O:33][C:29]([CH3:32])([CH3:31])[CH3:30])=[O:35])[CH:38]=3)=[CH:24][CH:25]=2)=[CH:15][CH:14]=1, predict the reactants needed to synthesize it. The reactants are: [CH3:1][O:2][C:3](=[O:28])[C:4]1[CH:9]=[CH:8][CH:7]=[CH:6][C:5]=1[NH:10][C:11](=[O:27])[CH2:12][C:13]1[CH:18]=[CH:17][C:16]([O:19][C:20]2[CH:25]=[CH:24][C:23]([OH:26])=[CH:22][CH:21]=2)=[CH:15][CH:14]=1.[C:29]([O:33][C:34]([NH:36][C:37]1[CH:38]=[C:39]([CH:42]=[CH:43][CH:44]=1)[CH2:40]O)=[O:35])([CH3:32])([CH3:31])[CH3:30].N(C(N(C)C)=O)=NC(N(C)C)=O.C(P(CCCC)CCCC)CCC. (3) The reactants are: [Cl:1][C:2]1[CH:14]=[CH:13][C:5]2[NH:6][C:7]([CH2:9][C:10]([OH:12])=O)=[N:8][C:4]=2[CH:3]=1.Cl.Cl.[F:17][C:18]([F:31])([F:30])[CH2:19][O:20][C:21]1[CH:22]=[CH:23][C:24]([C@H:27]([NH2:29])[CH3:28])=[N:25][CH:26]=1.C(Cl)CCl.ON1C2N=CC=CC=2N=N1.C(N(CC)C(C)C)(C)C. Given the product [Cl:1][C:2]1[CH:14]=[CH:13][C:5]2[NH:6][C:7]([CH2:9][C:10]([NH:29][C@@H:27]([C:24]3[CH:23]=[CH:22][C:21]([O:20][CH2:19][C:18]([F:31])([F:17])[F:30])=[CH:26][N:25]=3)[CH3:28])=[O:12])=[N:8][C:4]=2[CH:3]=1, predict the reactants needed to synthesize it. (4) Given the product [Br:13][C:14]1[CH:15]=[CH:16][C:17]([NH:20][C:21](=[O:27])[CH2:22][CH2:23][C:24]([O:10][CH2:9][CH2:8][CH2:7][C:6]([F:12])([F:11])[F:5])=[O:25])=[N:18][CH:19]=1, predict the reactants needed to synthesize it. The reactants are: S(Cl)(Cl)=O.[F:5][C:6]([F:12])([F:11])[CH2:7][CH2:8][CH2:9][OH:10].[Br:13][C:14]1[CH:15]=[CH:16][C:17]([NH:20][C:21](=[O:27])[CH2:22][CH2:23][C:24](O)=[O:25])=[N:18][CH:19]=1. (5) Given the product [Cl:1][C:2]1[N:7]=[C:6]([N:11]([CH3:12])[CH3:10])[C:5]([CH3:9])=[CH:4][N:3]=1, predict the reactants needed to synthesize it. The reactants are: [Cl:1][C:2]1[N:7]=[C:6](Cl)[C:5]([CH3:9])=[CH:4][N:3]=1.[CH3:10][NH:11][CH3:12]. (6) Given the product [CH2:41]([O:40][C:38](=[O:39])[CH2:37][N:16]([CH2:15][C:12]1[CH:11]=[CH:10][C:9]([CH2:8][NH:7][C:6]([O:5][C:1]([CH3:3])([CH3:4])[CH3:2])=[O:28])=[CH:14][CH:13]=1)[CH2:17][CH2:18][CH2:19][CH2:20][N:21]([CH2:22][CH2:23][CH3:24])[CH2:25][CH2:26][CH3:27])[CH3:42], predict the reactants needed to synthesize it. The reactants are: [C:1]([O:5][C:6](=[O:28])[NH:7][CH2:8][C:9]1[CH:14]=[CH:13][C:12]([CH2:15][NH:16][CH2:17][CH2:18][CH2:19][CH2:20][N:21]([CH2:25][CH2:26][CH3:27])[CH2:22][CH2:23][CH3:24])=[CH:11][CH:10]=1)([CH3:4])([CH3:3])[CH3:2].C(N(CC)CC)C.Br[CH2:37][C:38]([O:40][CH2:41][CH3:42])=[O:39].